Dataset: Full USPTO retrosynthesis dataset with 1.9M reactions from patents (1976-2016). Task: Predict the reactants needed to synthesize the given product. (1) Given the product [C:1]1([NH:7][C:8]([C:10]2[CH:11]=[C:12]([C:22]3[CH:21]=[N:20][CH:25]=[CH:24][CH:23]=3)[CH:13]=[C:14]3[C:18]=2[NH:17][N:16]=[CH:15]3)=[O:9])[CH:6]=[CH:5][CH:4]=[CH:3][CH:2]=1, predict the reactants needed to synthesize it. The reactants are: [C:1]1([NH:7][C:8]([C:10]2[CH:11]=[C:12](Br)[CH:13]=[C:14]3[C:18]=2[NH:17][N:16]=[CH:15]3)=[O:9])[CH:6]=[CH:5][CH:4]=[CH:3][CH:2]=1.[N:20]1[CH:25]=[CH:24][CH:23]=[C:22](B(O)O)[CH:21]=1.C([O-])([O-])=O.[Cs+].[Cs+].ClCCl. (2) The reactants are: O1CCCOB1[C:7]1[CH:8]=[N:9][CH:10]=[CH:11][CH:12]=1.Br[CH2:14][C:15]1[CH:20]=[CH:19][C:18]([Cl:21])=[CH:17][C:16]=1[O:22][CH3:23].N1C=CC(B(O)O)=CC=1. Given the product [Cl:21][C:18]1[CH:19]=[CH:20][C:15]([CH2:14][C:7]2[CH:8]=[N:9][CH:10]=[CH:11][CH:12]=2)=[C:16]([O:22][CH3:23])[CH:17]=1, predict the reactants needed to synthesize it.